From a dataset of Forward reaction prediction with 1.9M reactions from USPTO patents (1976-2016). Predict the product of the given reaction. (1) Given the reactants [NH2:1][C:2]1[CH:3]=[C:4]([CH:10]=[CH:11][C:12]=1[NH2:13])[C:5]([O:7][CH2:8][CH3:9])=[O:6].[C:14](OCC)(=[O:20])[C:15](OCC)=[O:16], predict the reaction product. The product is: [O:16]=[C:15]1[C:14](=[O:20])[NH:1][C:2]2[C:12](=[CH:11][CH:10]=[C:4]([C:5]([O:7][CH2:8][CH3:9])=[O:6])[CH:3]=2)[NH:13]1. (2) Given the reactants [N:1]1([CH2:8][CH2:9][N:10]2[C:14]3=[N:15][CH:16]=[N:17][C:18]([NH2:19])=[C:13]3[CH:12]=[N:11]2)[CH2:7][CH2:6][CH2:5][CH2:4][CH2:3][CH2:2]1.[C:20](Cl)(=[O:25])[C:21]([CH3:24])([CH3:23])[CH3:22].[C:27]([OH:34])(=[O:33])/[CH:28]=[CH:29]\[C:30]([OH:32])=[O:31], predict the reaction product. The product is: [C:27]([OH:34])(=[O:33])/[CH:28]=[CH:29]\[C:30]([OH:32])=[O:31].[N:1]1([CH2:8][CH2:9][N:10]2[C:14]3=[N:15][CH:16]=[N:17][C:18]([NH:19][C:20](=[O:25])[C:21]([CH3:24])([CH3:23])[CH3:22])=[C:13]3[CH:12]=[N:11]2)[CH2:2][CH2:3][CH2:4][CH2:5][CH2:6][CH2:7]1. (3) Given the reactants [NH2:1][C:2]1[CH:7]=[CH:6][C:5]([OH:8])=[C:4]([CH3:9])[CH:3]=1.C([O-])([O-])=O.[Cs+].[Cs+].Cl[C:17]1[C:22]([C:23]2[CH:28]=[CH:27][N:26]=[CH:25][N:24]=2)=[CH:21][CH:20]=[CH:19][N:18]=1, predict the reaction product. The product is: [CH3:9][C:4]1[CH:3]=[C:2]([NH2:1])[CH:7]=[CH:6][C:5]=1[O:8][C:17]1[C:22]([C:23]2[CH:28]=[CH:27][N:26]=[CH:25][N:24]=2)=[CH:21][CH:20]=[CH:19][N:18]=1. (4) Given the reactants [CH3:1][C:2]1([CH3:9])[C:6]([CH3:8])([CH3:7])[O:5][BH:4][O:3]1.[C:10]([C:12]1[CH:17]=[CH:16][C:15]([CH2:18][N:19]([CH3:21])[CH3:20])=[CH:14][CH:13]=1)#[CH:11], predict the reaction product. The product is: [CH3:20][N:19]([CH3:21])[CH2:18][C:15]1[CH:16]=[CH:17][C:12](/[CH:10]=[CH:11]/[B:4]2[O:5][C:6]([CH3:8])([CH3:7])[C:2]([CH3:9])([CH3:1])[O:3]2)=[CH:13][CH:14]=1. (5) Given the reactants [Cl:1][C:2]1[CH:3]=[CH:4][C:5]([C:8]([OH:10])=O)=[N:6][CH:7]=1.CN(C(ON1N=NC2C=CC=CC1=2)=[N+](C)C)C.F[P-](F)(F)(F)(F)F.Br.Br.Br.[CH2:38]([C:40]1[C:41]([C:48]2[CH:56]=[C:55]3[C:51]([C:52]([C:57]4[NH:58][C:59]5[CH2:64][CH2:63][NH:62][CH2:61][C:60]=5[N:65]=4)=[N:53][NH:54]3)=[CH:50][CH:49]=2)=[CH:42][C:43]([F:47])=[C:44]([OH:46])[CH:45]=1)[CH3:39].CCN(C(C)C)C(C)C.C(=O)([O-])O.[Na+], predict the reaction product. The product is: [Cl:1][C:2]1[CH:3]=[CH:4][C:5]([C:8]([N:62]2[CH2:61][C:60]3[N:65]=[C:57]([C:52]4[C:51]5[C:55](=[CH:56][C:48]([C:41]6[CH:42]=[C:43]([F:47])[C:44]([OH:46])=[CH:45][C:40]=6[CH2:38][CH3:39])=[CH:49][CH:50]=5)[NH:54][N:53]=4)[NH:58][C:59]=3[CH2:64][CH2:63]2)=[O:10])=[N:6][CH:7]=1. (6) Given the reactants [N:1]1([CH:6]([C:8]2[CH:35]=[CH:34][C:11]([CH2:12][N:13]3[CH:21]=[C:20]4[C:15]([N:16]=[CH:17][N:18]=[C:19]4[NH:22][CH2:23][C:24]4[C:29](Cl)=[CH:28][CH:27]=[C:26]([O:31][CH3:32])[C:25]=4[F:33])=[N:14]3)=[CH:10][CH:9]=2)[CH3:7])[CH:5]=[CH:4][CH:3]=[N:2]1.C1(P(C2CCCCC2)C2C=CC=CC=2C2C(OC)=CC=CC=2OC)CCCCC1.[CH3:65][N:66]1CCCC1=O, predict the reaction product. The product is: [N:1]1([CH:6]([C:8]2[CH:35]=[CH:34][C:11]([CH2:12][N:13]3[CH:21]=[C:20]4[C:15]([N:16]=[CH:17][N:18]=[C:19]4[NH:22][CH2:23][C:24]4[C:25]([F:33])=[C:26]([O:31][CH3:32])[CH:27]=[CH:28][C:29]=4[C:65]#[N:66])=[N:14]3)=[CH:10][CH:9]=2)[CH3:7])[CH:5]=[CH:4][CH:3]=[N:2]1. (7) Given the reactants [C:1]([O:5][C:6]([N:8]1[CH2:13][CH2:12][NH:11][C:10]([CH3:15])([CH3:14])[CH2:9]1)=[O:7])([CH3:4])([CH3:3])[CH3:2].CCN(C(C)C)C(C)C.Cl[C:26]([O:28][CH2:29][C:30]1[CH:35]=[CH:34][CH:33]=[CH:32][CH:31]=1)=[O:27], predict the reaction product. The product is: [C:1]([O:5][C:6]([N:8]1[CH2:13][CH2:12][N:11]([C:26]([O:28][CH2:29][C:30]2[CH:35]=[CH:34][CH:33]=[CH:32][CH:31]=2)=[O:27])[C:10]([CH3:15])([CH3:14])[CH2:9]1)=[O:7])([CH3:4])([CH3:2])[CH3:3]. (8) Given the reactants [CH3:1][C:2]1[CH:10]=[CH:9][C:8]2[NH:7][C:6]3[CH:11]4[CH2:17][CH2:16][N:14]([CH2:15][C:5]=3[C:4]=2[CH:3]=1)[CH2:13][CH2:12]4.Br[C:19]1[CH:20]=[C:21]2[C:26](=[CH:27][CH:28]=1)[N:25]=[C:24]([CH3:29])[CH:23]=[CH:22]2, predict the reaction product. The product is: [CH3:1][C:2]1[CH:10]=[CH:9][C:8]2[N:7]([C:19]3[CH:20]=[C:21]4[C:26](=[CH:27][CH:28]=3)[N:25]=[C:24]([CH3:29])[CH:23]=[CH:22]4)[C:6]3[CH:11]4[CH2:12][CH2:13][N:14]([CH2:15][C:5]=3[C:4]=2[CH:3]=1)[CH2:16][CH2:17]4.